This data is from Catalyst prediction with 721,799 reactions and 888 catalyst types from USPTO. The task is: Predict which catalyst facilitates the given reaction. Reactant: [Cl:1][C:2]([Cl:35])([Cl:34])[CH2:3][O:4][C:5](=[O:33])[NH:6][C:7]1[CH:12]=[CH:11][N:10]([C@H:13]2[O:17][C@@H:16]([CH2:18][O:19][C:20](OC3C=CC([N+]([O-])=O)=CC=3)=[O:21])[S:15][CH2:14]2)[C:9](=[O:32])[N:8]=1.CCN(C(C)C)C(C)C.[NH2:45][CH2:46][CH2:47][NH:48][C:49](=[O:71])[CH2:50][CH2:51]/[CH:52]=[CH:53]\[CH2:54]/[CH:55]=[CH:56]\[CH2:57]/[CH:58]=[CH:59]\[CH2:60]/[CH:61]=[CH:62]\[CH2:63]/[CH:64]=[CH:65]\[CH2:66]/[CH:67]=[CH:68]\[CH2:69][CH3:70]. Product: [Cl:1][C:2]([Cl:35])([Cl:34])[CH2:3][O:4][C:5](=[O:33])[NH:6][C:7]1[CH:12]=[CH:11][N:10]([C@H:13]2[O:17][C@@H:16]([CH2:18][O:19][C:20](=[O:21])[NH:45][CH2:46][CH2:47][NH:48][C:49](=[O:71])[CH2:50][CH2:51]/[CH:52]=[CH:53]\[CH2:54]/[CH:55]=[CH:56]\[CH2:57]/[CH:58]=[CH:59]\[CH2:60]/[CH:61]=[CH:62]\[CH2:63]/[CH:64]=[CH:65]\[CH2:66]/[CH:67]=[CH:68]\[CH2:69][CH3:70])[S:15][CH2:14]2)[C:9](=[O:32])[N:8]=1. The catalyst class is: 79.